Task: Predict the reaction yield, written as a fraction of the theoretical maximum amount of product (1.0 means a 100% yield; for example, 0.34 means a 34% yield).. Dataset: Reaction yield outcomes from USPTO patents with 853,638 reactions (1) The reactants are [CH3:1][O:2][C:3]([C:5]1[S:9][C:8]([N:10]2[CH2:15][CH2:14][NH:13][CH2:12][CH2:11]2)=[N:7][CH:6]=1)=[O:4].[CH3:16][O:17][C:18]1[CH:19]=[C:20]([S:26](Cl)(=[O:28])=[O:27])[CH:21]=[CH:22][C:23]=1[O:24][CH3:25].C(N(CC)CC)C.O. The catalyst is ClCCl. The product is [CH3:1][O:2][C:3]([C:5]1[S:9][C:8]([N:10]2[CH2:11][CH2:12][N:13]([S:26]([C:20]3[CH:21]=[CH:22][C:23]([O:24][CH3:25])=[C:18]([O:17][CH3:16])[CH:19]=3)(=[O:28])=[O:27])[CH2:14][CH2:15]2)=[N:7][CH:6]=1)=[O:4]. The yield is 0.530. (2) The reactants are [Cl:1][C:2]1[N:7]=[C:6]([C:8]2[S:12][C:11]([CH:13]3[CH2:18][CH2:17][O:16][CH2:15][CH2:14]3)=[N:10][C:9]=2[C:19]2[C:20]([F:32])=[C:21]([NH:25]C(=O)OCC=C)[CH:22]=[CH:23][CH:24]=2)[CH:5]=[CH:4][N:3]=1.CC(O)=O.C([SnH](CCCC)CCCC)CCC. The catalyst is C(Cl)Cl.Cl[Pd](Cl)([P](C1C=CC=CC=1)(C1C=CC=CC=1)C1C=CC=CC=1)[P](C1C=CC=CC=1)(C1C=CC=CC=1)C1C=CC=CC=1. The product is [Cl:1][C:2]1[N:7]=[C:6]([C:8]2[S:12][C:11]([CH:13]3[CH2:18][CH2:17][O:16][CH2:15][CH2:14]3)=[N:10][C:9]=2[C:19]2[C:20]([F:32])=[C:21]([CH:22]=[CH:23][CH:24]=2)[NH2:25])[CH:5]=[CH:4][N:3]=1. The yield is 0.978. (3) The reactants are [C:1]([O:5][C:6]([N:8]1[C:13]2[CH:14]=[CH:15][CH:16]=[CH:17][C:12]=2S[CH:10]=[C:9]1[CH2:18][C:19]([O:21][CH2:22][CH3:23])=[O:20])=[O:7])([CH3:4])([CH3:3])[CH3:2].ClC1C=C(C=CC=1)C(OO)=O.[S:35]([O-:39])([O-])(=[O:37])=S.[Na+].[Na+]. The catalyst is ClCCl. The product is [C:1]([O:5][C:6]([N:8]1[C:13]2[CH:14]=[CH:15][CH:16]=[CH:17][C:12]=2[S:35](=[O:39])(=[O:37])[CH:10]=[C:9]1[CH2:18][C:19]([O:21][CH2:22][CH3:23])=[O:20])=[O:7])([CH3:3])([CH3:4])[CH3:2]. The yield is 0.280. (4) The reactants are [Cl-].O[NH3+:3].[C:4](=[O:7])([O-])[OH:5].[Na+].CS(C)=O.[OH:13][C:14]([CH3:54])([CH3:53])[CH2:15][O:16][C@H:17]1[CH2:22][CH2:21][C@H:20]([N:23]2[C:28](=[O:29])[C:27]([CH2:30][C:31]3[CH:36]=[CH:35][C:34]([C:37]4[C:38]([C:43]#[N:44])=[CH:39][CH:40]=[CH:41][CH:42]=4)=[C:33]([CH3:45])[CH:32]=3)=[C:26]([CH2:46][CH2:47][CH3:48])[N:25]3[N:49]=[C:50]([CH3:52])[N:51]=[C:24]23)[CH2:19][CH2:18]1. The catalyst is C(OCC)(=O)C. The product is [OH:13][C:14]([CH3:53])([CH3:54])[CH2:15][O:16][C@H:17]1[CH2:22][CH2:21][C@H:20]([N:23]2[C:28](=[O:29])[C:27]([CH2:30][C:31]3[CH:36]=[CH:35][C:34]([C:37]4[CH:42]=[CH:41][CH:40]=[CH:39][C:38]=4[C:43]4[NH:3][C:4](=[O:7])[O:5][N:44]=4)=[C:33]([CH3:45])[CH:32]=3)=[C:26]([CH2:46][CH2:47][CH3:48])[N:25]3[N:49]=[C:50]([CH3:52])[N:51]=[C:24]23)[CH2:19][CH2:18]1. The yield is 0.580. (5) The reactants are [CH2:1]([NH:8][CH2:9][CH2:10][OH:11])[C:2]1[CH:7]=[CH:6][CH:5]=[CH:4][CH:3]=1.C(N(CC)CC)C.[Br:19][C:20]1[CH:28]=[CH:27][C:23]([C:24](Cl)=[O:25])=[C:22]([F:29])[CH:21]=1.O. The catalyst is O1CCCC1. The product is [CH2:1]([N:8]([CH2:9][CH2:10][OH:11])[C:24](=[O:25])[C:23]1[CH:27]=[CH:28][C:20]([Br:19])=[CH:21][C:22]=1[F:29])[C:2]1[CH:7]=[CH:6][CH:5]=[CH:4][CH:3]=1. The yield is 0.980. (6) The reactants are Br.[CH2:2]([C:4]1[N:5]=[C:6]([C@@H:9]([NH2:20])[CH2:10][C:11]2[CH:16]=[CH:15][C:14]([N+:17]([O-:19])=[O:18])=[CH:13][CH:12]=2)[S:7][CH:8]=1)[CH3:3].[CH2:21]([CH:28]([C:32]([O:34][CH2:35][CH3:36])=[O:33])[C:29](O)=[O:30])[C:22]1[CH:27]=[CH:26][CH:25]=[CH:24][CH:23]=1.ON1C2C=CC=CC=2N=N1.CN(C)CCCN=C=NCC.C(N(C(C)C)CC)(C)C. The catalyst is CN(C=O)C.O. The product is [CH2:35]([O:34][C:32](=[O:33])[CH:28]([CH2:21][C:22]1[CH:27]=[CH:26][CH:25]=[CH:24][CH:23]=1)[C:29]([NH:20][C@H:9]([C:6]1[S:7][CH:8]=[C:4]([CH2:2][CH3:3])[N:5]=1)[CH2:10][C:11]1[CH:16]=[CH:15][C:14]([N+:17]([O-:19])=[O:18])=[CH:13][CH:12]=1)=[O:30])[CH3:36]. The yield is 0.310. (7) The reactants are [NH2:1][C:2]1[N:25]=[CH:24][CH:23]=[CH:22][C:3]=1[C:4]([NH:6][CH2:7][C:8]1[CH:13]=[CH:12][C:11]([O:14][CH2:15][C:16]2[CH:21]=[CH:20][CH:19]=[CH:18][CH:17]=2)=[CH:10][CH:9]=1)=O.COC1C=CC(P2(=S)SP(=S)(C3C=CC(OC)=CC=3)[S:35]2)=CC=1. The catalyst is C1(C)C=CC=CC=1. The product is [NH2:1][C:2]1[N:25]=[CH:24][CH:23]=[CH:22][C:3]=1[C:4]([NH:6][CH2:7][C:8]1[CH:13]=[CH:12][C:11]([O:14][CH2:15][C:16]2[CH:21]=[CH:20][CH:19]=[CH:18][CH:17]=2)=[CH:10][CH:9]=1)=[S:35]. The yield is 0.120.